Dataset: Reaction yield outcomes from USPTO patents with 853,638 reactions. Task: Predict the reaction yield, written as a fraction of the theoretical maximum amount of product (1.0 means a 100% yield; for example, 0.34 means a 34% yield). (1) The reactants are S(O)(=O)(=O)C.[NH2:6][C@@H:7]([CH2:23][C:24]1[CH:29]=[CH:28][C:27]([OH:30])=[C:26]([OH:31])[CH:25]=1)[C:8]([O:10][CH2:11][C@H:12]([O:14][C:15]([C:17]1[CH:22]=[CH:21][CH:20]=[CH:19][CH:18]=1)=[O:16])[CH3:13])=[O:9].C([N+](CCCC)(CCCC)CCCC)CCC.OC1C=C(C[C@H](N[C:63]([O:65][C:66]([CH3:69])([CH3:68])[CH3:67])=[O:64])C([O-])=O)C=CC=1O.C(=O)(O)[O-].[Cs+]. The catalyst is CN(C)C(=O)C. The product is [C:66]([O:65][C:63]([NH:6][C@@H:7]([CH2:23][C:24]1[CH:29]=[CH:28][C:27]([OH:30])=[C:26]([OH:31])[CH:25]=1)[C:8]([O:10][CH2:11][C@H:12]([O:14][C:15]([C:17]1[CH:22]=[CH:21][CH:20]=[CH:19][CH:18]=1)=[O:16])[CH3:13])=[O:9])=[O:64])([CH3:69])([CH3:68])[CH3:67]. The yield is 0.680. (2) The reactants are [CH3:1][S:2]([O:5][C:6]1[CH:32]=[CH:31][C:9]([O:10][CH2:11][CH2:12][C:13]2[CH:14]=[C:15]([CH:28]=[CH:29][CH:30]=2)[O:16][CH2:17][C:18]2[CH:27]=[CH:26][CH:25]=[CH:24][C:19]=2[C:20]([O:22]C)=[O:21])=[CH:8][CH:7]=1)(=[O:4])=[O:3].[OH-].[Li+].Cl. The catalyst is C1COCC1.O. The product is [CH3:1][S:2]([O:5][C:6]1[CH:32]=[CH:31][C:9]([O:10][CH2:11][CH2:12][C:13]2[CH:14]=[C:15]([CH:28]=[CH:29][CH:30]=2)[O:16][CH2:17][C:18]2[CH:27]=[CH:26][CH:25]=[CH:24][C:19]=2[C:20]([OH:22])=[O:21])=[CH:8][CH:7]=1)(=[O:4])=[O:3]. The yield is 0.160. (3) The reactants are [SH:1][CH2:2][CH2:3][C:4]1[CH:9]=[CH:8][C:7]([CH2:10][CH2:11][C:12]2[N:13]=[C:14]([NH:17][C:18](=[O:20])[CH3:19])[S:15][CH:16]=2)=[CH:6][CH:5]=1.[C:21](N1C=CN=C1)(N1C=CN=C1)=[O:22].[C:33]([O:37][C:38]([CH3:41])([CH3:40])[CH3:39])(=[O:36])[NH:34][NH2:35].Cl. The catalyst is O1CCCC1.C(OCC)(=O)C.O. The product is [C:18]([NH:17][C:14]1[S:15][CH:16]=[C:12]([CH2:11][CH2:10][C:7]2[CH:8]=[CH:9][C:4]([CH2:3][CH2:2][S:1][C:21]([NH:35][NH:34][C:33]([O:37][C:38]([CH3:41])([CH3:40])[CH3:39])=[O:36])=[O:22])=[CH:5][CH:6]=2)[N:13]=1)(=[O:20])[CH3:19]. The yield is 0.842. (4) The reactants are [H-].[Na+].[Br:3][C:4]1[CH:9]=[CH:8][C:7]([C:10]2[C:14]3[CH2:15][C:16]4[S:17][CH:18]=[CH:19][C:20]=4[C:13]=3[NH:12][N:11]=2)=[CH:6][CH:5]=1.[CH3:21][Si:22]([CH2:25][CH2:26][O:27][CH2:28]Cl)([CH3:24])[CH3:23]. The catalyst is C1COCC1. The product is [Br:3][C:4]1[CH:9]=[CH:8][C:7]([C:10]2[C:14]3[CH2:15][C:16]4[S:17][CH:18]=[CH:19][C:20]=4[C:13]=3[N:12]([CH2:28][O:27][CH2:26][CH2:25][Si:22]([CH3:24])([CH3:23])[CH3:21])[N:11]=2)=[CH:6][CH:5]=1. The yield is 0.690. (5) The reactants are [CH2:1]1[CH:6]2[CH2:7][C:8]3([NH2:11])[CH2:10][CH:4]([CH2:5]2)[CH2:3][CH:2]1[CH2:9]3.Cl[CH2:13][C:14]1[N:18]=[C:17]([C:19]2[CH:23]=[CH:22][S:21][CH:20]=2)[O:16][N:15]=1. No catalyst specified. The product is [S:21]1[CH:22]=[CH:23][C:19]([C:17]2[O:16][N:15]=[C:14]([CH2:13][NH:11][C:8]34[CH2:10][CH:4]5[CH2:5][CH:6]([CH2:1][CH:2]([CH2:3]5)[CH2:9]3)[CH2:7]4)[N:18]=2)=[CH:20]1. The yield is 0.800. (6) The reactants are [Cl:1][C:2]1[CH:3]=[CH:4][C:5]([S:9][CH3:10])=[C:6]([NH2:8])[CH:7]=1.[O:11]1[CH:15]=[CH:14][CH:13]=[C:12]1[S:16](Cl)(=[O:18])=[O:17]. No catalyst specified. The product is [Cl:1][C:2]1[CH:3]=[CH:4][C:5]([S:9][CH3:10])=[C:6]([NH:8][S:16]([C:12]2[O:11][CH:15]=[CH:14][CH:13]=2)(=[O:18])=[O:17])[CH:7]=1. The yield is 0.470. (7) The reactants are [N:1]1([C:7]2[C:8]([CH:13]3[CH2:16][N:15](C(OC(C)(C)C)=O)[CH2:14]3)=[N:9][CH:10]=[CH:11][N:12]=2)[CH2:6][CH2:5][CH2:4][CH2:3][CH2:2]1.[ClH:24].CO. The product is [ClH:24].[NH:15]1[CH2:16][CH:13]([C:8]2[C:7]([N:1]3[CH2:2][CH2:3][CH2:4][CH2:5][CH2:6]3)=[N:12][CH:11]=[CH:10][N:9]=2)[CH2:14]1. The yield is 0.990. No catalyst specified. (8) The reactants are [CH:1]1([NH:4][C:5](=[O:45])[NH:6][C:7]2[CH:43]=[CH:42][C:10]([O:11][C:12]3[CH:17]=[CH:16][N:15]=[C:14]4[CH:18]=[C:19]([C:21]5[N:26]=[CH:25][C:24]([CH2:27][NH:28][CH:29]6[CH2:34][CH2:33][N:32]([C:35]([O:37][C:38]([CH3:41])([CH3:40])[CH3:39])=[O:36])[CH2:31][CH2:30]6)=[CH:23][CH:22]=5)[S:20][C:13]=34)=[C:9]([F:44])[CH:8]=2)[CH2:3][CH2:2]1.[CH3:46][C:47](OC(C)=O)=[O:48]. The catalyst is CN(C=O)C.O. The product is [CH:1]1([NH:4][C:5](=[O:45])[NH:6][C:7]2[CH:43]=[CH:42][C:10]([O:11][C:12]3[CH:17]=[CH:16][N:15]=[C:14]4[CH:18]=[C:19]([C:21]5[N:26]=[CH:25][C:24]([CH2:27][N:28]([CH:29]6[CH2:34][CH2:33][N:32]([C:35]([O:37][C:38]([CH3:39])([CH3:40])[CH3:41])=[O:36])[CH2:31][CH2:30]6)[C:47](=[O:48])[CH3:46])=[CH:23][CH:22]=5)[S:20][C:13]=34)=[C:9]([F:44])[CH:8]=2)[CH2:3][CH2:2]1. The yield is 0.830. (9) The reactants are [NH2:1][C:2]1[CH:7]=[CH:6][C:5]([CH3:8])=[CH:4][C:3]=1[S:9]([NH2:12])(=[O:11])=[O:10].[Br:13][C:14]1[CH:19]=[CH:18][C:17]([CH2:20][CH2:21][S:22](Cl)(=[O:24])=[O:23])=[CH:16][CH:15]=1. The catalyst is N1C=CC=CC=1.C(OCC)(=O)C. The product is [Br:13][C:14]1[CH:15]=[CH:16][C:17]([CH2:20][CH2:21][S:22]([NH:1][C:2]2[CH:7]=[CH:6][C:5]([CH3:8])=[CH:4][C:3]=2[S:9]([NH2:12])(=[O:10])=[O:11])(=[O:24])=[O:23])=[CH:18][CH:19]=1. The yield is 0.380.